From a dataset of Forward reaction prediction with 1.9M reactions from USPTO patents (1976-2016). Predict the product of the given reaction. The product is: [CH2:1]([O:8][C:9]([NH:11][C:12]1[CH:20]=[CH:19][C:18]([O:21][C:22]([F:23])([F:24])[F:25])=[CH:17][C:13]=1[C:14]([NH:31][CH2:30][C:29]([O:28][CH3:27])=[O:32])=[O:16])=[O:10])[C:2]1[CH:3]=[CH:4][CH:5]=[CH:6][CH:7]=1. Given the reactants [CH2:1]([O:8][C:9]([NH:11][C:12]1[CH:20]=[CH:19][C:18]([O:21][C:22]([F:25])([F:24])[F:23])=[CH:17][C:13]=1[C:14]([OH:16])=O)=[O:10])[C:2]1[CH:7]=[CH:6][CH:5]=[CH:4][CH:3]=1.Cl.[CH3:27][O:28][C:29](=[O:32])[CH2:30][NH2:31].O.ON1C2C=CC=CC=2N=N1.Cl.C(N=C=NCCCN(C)C)C, predict the reaction product.